This data is from NCI-60 drug combinations with 297,098 pairs across 59 cell lines. The task is: Regression. Given two drug SMILES strings and cell line genomic features, predict the synergy score measuring deviation from expected non-interaction effect. (1) Drug 1: CCC1=C2CN3C(=CC4=C(C3=O)COC(=O)C4(CC)O)C2=NC5=C1C=C(C=C5)O. Drug 2: C(CC(=O)O)C(=O)CN.Cl. Cell line: T-47D. Synergy scores: CSS=38.2, Synergy_ZIP=-3.97, Synergy_Bliss=-2.31, Synergy_Loewe=-60.2, Synergy_HSA=-4.30. (2) Drug 1: CN1C(=O)N2C=NC(=C2N=N1)C(=O)N. Drug 2: CCC1(CC2CC(C3=C(CCN(C2)C1)C4=CC=CC=C4N3)(C5=C(C=C6C(=C5)C78CCN9C7C(C=CC9)(C(C(C8N6C)(C(=O)OC)O)OC(=O)C)CC)OC)C(=O)OC)O.OS(=O)(=O)O. Cell line: HCT116. Synergy scores: CSS=3.19, Synergy_ZIP=-0.599, Synergy_Bliss=-3.06, Synergy_Loewe=-0.928, Synergy_HSA=-3.40. (3) Drug 1: C1=NC2=C(N=C(N=C2N1C3C(C(C(O3)CO)O)F)Cl)N. Drug 2: CC(C)(C#N)C1=CC(=CC(=C1)CN2C=NC=N2)C(C)(C)C#N. Cell line: SF-268. Synergy scores: CSS=-4.96, Synergy_ZIP=1.77, Synergy_Bliss=0.114, Synergy_Loewe=-3.27, Synergy_HSA=-2.66. (4) Drug 1: C1=CC(=CC=C1CC(C(=O)O)N)N(CCCl)CCCl.Cl. Drug 2: CCCCCOC(=O)NC1=NC(=O)N(C=C1F)C2C(C(C(O2)C)O)O. Cell line: RXF 393. Synergy scores: CSS=11.3, Synergy_ZIP=-2.98, Synergy_Bliss=-1.15, Synergy_Loewe=-1.51, Synergy_HSA=-1.43. (5) Drug 1: CN1C(=O)N2C=NC(=C2N=N1)C(=O)N. Drug 2: CNC(=O)C1=NC=CC(=C1)OC2=CC=C(C=C2)NC(=O)NC3=CC(=C(C=C3)Cl)C(F)(F)F. Cell line: HOP-92. Synergy scores: CSS=-5.51, Synergy_ZIP=3.26, Synergy_Bliss=2.59, Synergy_Loewe=-4.33, Synergy_HSA=-5.53.